Dataset: Reaction yield outcomes from USPTO patents with 853,638 reactions. Task: Predict the reaction yield, written as a fraction of the theoretical maximum amount of product (1.0 means a 100% yield; for example, 0.34 means a 34% yield). (1) The reactants are [H-].[Na+].[I:3][C:4]1[CH:9]=[N:8][C:7]2[N:10]([CH2:13][C:14]3[CH:19]=[CH:18][C:17]([O:20][CH3:21])=[CH:16][CH:15]=3)[N:11]=[CH:12][C:6]=2[C:5]=1O.FC(F)(F)S(N(C1C=CC=CC=1)S(C(F)(F)F)(=O)=O)(=O)=O.[N:44]1([C:50]([O:52][C:53]([CH3:56])([CH3:55])[CH3:54])=[O:51])[CH2:49][CH2:48][NH:47][CH2:46][CH2:45]1.[NH4+].[Cl-]. The catalyst is CN(C=O)C. The product is [I:3][C:4]1[C:5]([N:47]2[CH2:46][CH2:45][N:44]([C:50]([O:52][C:53]([CH3:56])([CH3:55])[CH3:54])=[O:51])[CH2:49][CH2:48]2)=[C:6]2[CH:12]=[N:11][N:10]([CH2:13][C:14]3[CH:19]=[CH:18][C:17]([O:20][CH3:21])=[CH:16][CH:15]=3)[C:7]2=[N:8][CH:9]=1. The yield is 0.930. (2) The reactants are [F:1][C:2]1[CH:7]=[CH:6][C:5]([O:8][C:9]2[CH:14]=[CH:13][C:12]([N+:15]([O-])=O)=[CH:11][CH:10]=2)=[CH:4][C:3]=1[C:18]([F:21])([F:20])[F:19]. The catalyst is CO.[Pd]. The product is [F:1][C:2]1[CH:7]=[CH:6][C:5]([O:8][C:9]2[CH:10]=[CH:11][C:12]([NH2:15])=[CH:13][CH:14]=2)=[CH:4][C:3]=1[C:18]([F:19])([F:20])[F:21]. The yield is 0.950. (3) No catalyst specified. The reactants are [CH3:1][O:2][C:3](=[O:29])[C:4]1[CH:9]=[CH:8][C:7]([CH2:10][N:11]([CH2:22][C:23]2[CH:28]=[CH:27][CH:26]=[CH:25][CH:24]=2)[S:12]([C:15]2[CH:20]=[CH:19][C:18](Cl)=[CH:17][CH:16]=2)(=[O:14])=[O:13])=[CH:6][CH:5]=1.Cl.C(NCC1C=C[C:43]([C:44](OC)=[O:45])=CC=1)C1C=CC=CC=1.C(OC1C=CC(S(Cl)(=O)=O)=CC=1)C. The product is [CH3:1][O:2][C:3](=[O:29])[C:4]1[CH:9]=[CH:8][C:7]([CH2:10][N:11]([CH2:22][C:23]2[CH:28]=[CH:27][CH:26]=[CH:25][CH:24]=2)[S:12]([C:15]2[CH:20]=[CH:19][C:18]([O:45][CH2:44][CH3:43])=[CH:17][CH:16]=2)(=[O:14])=[O:13])=[CH:6][CH:5]=1. The yield is 0.670. (4) The reactants are [NH:1]1[CH2:4][CH:3]([N:5]2[C:9]3[CH:10]=[C:11]([F:14])[CH:12]=[CH:13][C:8]=3[N:7]=[C:6]2[C@@H:15]([NH:17][C:18]2[N:26]=[CH:25][N:24]=[C:23]3[C:19]=2[N:20]=[CH:21][NH:22]3)[CH3:16])[CH2:2]1.[CH3:27][N:28]1[CH2:33]C[O:31][CH2:30][CH2:29]1.CN(C(ON1N=NC2C=CC=NC1=2)=[N+](C)C)C.F[P-](F)(F)(F)(F)F. The catalyst is CN(C=O)C. The product is [CH3:27][N:28]([CH3:33])[CH2:29][C:30]([N:1]1[CH2:2][CH:3]([N:5]2[C:9]3[CH:10]=[C:11]([F:14])[CH:12]=[CH:13][C:8]=3[N:7]=[C:6]2[CH:15]([NH:17][C:18]2[N:26]=[CH:25][N:24]=[C:23]3[C:19]=2[N:20]=[CH:21][NH:22]3)[CH3:16])[CH2:4]1)=[O:31]. The yield is 0.220. (5) The reactants are Br[C:2]1[N:3]=[C:4]2[C:10]([CH:11]=[O:12])=[CH:9][N:8]([CH2:13][O:14][CH2:15][CH2:16][Si:17]([CH3:20])([CH3:19])[CH3:18])[C:5]2=[N:6][CH:7]=1.[CH3:21][N:22]1[C:30]2[CH2:29][CH2:28][CH2:27][CH2:26][C:25]=2[C:24]([Sn](CCCC)(CCCC)CCCC)=[N:23]1. The yield is 0.565. The product is [CH3:21][N:22]1[C:30]2[CH2:29][CH2:28][CH2:27][CH2:26][C:25]=2[C:24]([C:2]2[N:3]=[C:4]3[C:10]([CH:11]=[O:12])=[CH:9][N:8]([CH2:13][O:14][CH2:15][CH2:16][Si:17]([CH3:20])([CH3:19])[CH3:18])[C:5]3=[N:6][CH:7]=2)=[N:23]1. The catalyst is CN(C=O)C.C1C=CC([P]([Pd]([P](C2C=CC=CC=2)(C2C=CC=CC=2)C2C=CC=CC=2)([P](C2C=CC=CC=2)(C2C=CC=CC=2)C2C=CC=CC=2)[P](C2C=CC=CC=2)(C2C=CC=CC=2)C2C=CC=CC=2)(C2C=CC=CC=2)C2C=CC=CC=2)=CC=1.[Cu]I. (6) The catalyst is O1CCCC1. The product is [C:5]([C:4]1[CH:7]=[CH:8][C:9]([N+:10]([O-:12])=[O:11])=[C:2]([CH:28]([OH:32])[CH:29]([CH3:31])[CH3:30])[CH:3]=1)#[N:6]. The reactants are I[C:2]1[CH:3]=[C:4]([CH:7]=[CH:8][C:9]=1[N+:10]([O-:12])=[O:11])[C:5]#[N:6].C(=O)=O.C(O)(C)C.C1([Mg]Br)C=CC=CC=1.[CH:28](=[O:32])[CH:29]([CH3:31])[CH3:30]. The yield is 0.230. (7) The reactants are [CH3:1][N:2]([CH3:27])[C:3]([C:5]1[CH:25]=[CH:24][C:8]([O:9][C:10]2[C:15]3[CH2:16][C:17]([CH3:20])([CH3:19])[O:18][C:14]=3[CH:13]=[C:12]([C:21]([OH:23])=O)[CH:11]=2)=[CH:7][C:6]=1[F:26])=[O:4].S(Cl)(Cl)=O.[NH2:32][C:33]1[CH:37]=[C:36]([CH3:38])[O:35][N:34]=1. The catalyst is C(Cl)Cl.CN(C=O)C.CN(C1C=CN=CC=1)C. The product is [CH3:38][C:36]1[O:35][N:34]=[C:33]([NH:32][C:21]([C:12]2[CH:11]=[C:10]([O:9][C:8]3[CH:24]=[CH:25][C:5]([C:3](=[O:4])[N:2]([CH3:1])[CH3:27])=[C:6]([F:26])[CH:7]=3)[C:15]3[CH2:16][C:17]([CH3:19])([CH3:20])[O:18][C:14]=3[CH:13]=2)=[O:23])[CH:37]=1. The yield is 0.100. (8) The reactants are [NH2:1][CH2:2][CH:3]1[CH2:8][CH2:7][N:6]([C:9]2[C:14]([NH:15][C:16](=[O:24])[C:17]3[CH:22]=[CH:21][CH:20]=[C:19]([Cl:23])[CH:18]=3)=[CH:13][C:12]([S:25]([CH3:28])(=[O:27])=[O:26])=[CH:11][N:10]=2)[CH2:5][CH2:4]1.C(=O)([O-])[O-].[Na+].[Na+].[C:35]1([CH2:41][S:42](Cl)(=[O:44])=[O:43])[CH:40]=[CH:39][CH:38]=[CH:37][CH:36]=1. The catalyst is C(#N)C.O. The product is [CH2:41]([S:42]([NH:1][CH2:2][CH:3]1[CH2:4][CH2:5][N:6]([C:9]2[C:14]([NH:15][C:16](=[O:24])[C:17]3[CH:22]=[CH:21][CH:20]=[C:19]([Cl:23])[CH:18]=3)=[CH:13][C:12]([S:25]([CH3:28])(=[O:26])=[O:27])=[CH:11][N:10]=2)[CH2:7][CH2:8]1)(=[O:44])=[O:43])[C:35]1[CH:40]=[CH:39][CH:38]=[CH:37][CH:36]=1. The yield is 0.720.